From a dataset of CYP2D6 inhibition data for predicting drug metabolism from PubChem BioAssay. Regression/Classification. Given a drug SMILES string, predict its absorption, distribution, metabolism, or excretion properties. Task type varies by dataset: regression for continuous measurements (e.g., permeability, clearance, half-life) or binary classification for categorical outcomes (e.g., BBB penetration, CYP inhibition). Dataset: cyp2d6_veith. (1) The molecule is CCCN(CCC)CCc1c[nH]c2ccc(C(N)=O)cc12. The result is 1 (inhibitor). (2) The molecule is CCC(C)(C)C(=O)O[C@@H]1C[C@@H](C)C=C2C=C[C@H](C)[C@H](CC[C@@H]3C[C@@H](O)CC(=O)O3)[C@H]21. The result is 0 (non-inhibitor). (3) The drug is COc1ccc(Cl)cc1C(=O)Nn1cnc2ccccc2c1=O. The result is 0 (non-inhibitor). (4) The compound is C[C@H]1O[C@@H](CC(=O)O)Cc2c1c(O)c1c(O)cc(-c3cc(=O)c4c(=O)c5c(c(=O)c=4c3=O)C[C@H](CC(=O)O)O[C@@H]5C)c(O)c1c2O. The result is 0 (non-inhibitor).